Dataset: Peptide-MHC class II binding affinity with 134,281 pairs from IEDB. Task: Regression. Given a peptide amino acid sequence and an MHC pseudo amino acid sequence, predict their binding affinity value. This is MHC class II binding data. (1) The peptide sequence is SGMAEATSLDTMAQM. The MHC is HLA-DQA10301-DQB10302 with pseudo-sequence HLA-DQA10301-DQB10302. The binding affinity (normalized) is 0.289. (2) The peptide sequence is TGGNSPVQEFTVPRT. The MHC is DRB1_1201 with pseudo-sequence DRB1_1201. The binding affinity (normalized) is 0. (3) The peptide sequence is HLYYNSNIGKII. The MHC is DRB4_0101 with pseudo-sequence DRB4_0103. The binding affinity (normalized) is 0.0250. (4) The peptide sequence is KFIPALEAAVKQAYA. The MHC is HLA-DQA10501-DQB10301 with pseudo-sequence HLA-DQA10501-DQB10301. The binding affinity (normalized) is 0.535. (5) The peptide sequence is INEPTQAAIAYGLDR. The MHC is HLA-DQA10501-DQB10301 with pseudo-sequence HLA-DQA10501-DQB10301. The binding affinity (normalized) is 0.618.